This data is from Catalyst prediction with 721,799 reactions and 888 catalyst types from USPTO. The task is: Predict which catalyst facilitates the given reaction. Reactant: Cl.[CH3:2][O:3][C:4](=[O:11])[CH2:5][CH2:6][CH2:7][CH2:8][CH2:9][NH2:10].C(N(CC)CC)C.C(Cl)Cl.[C:22]([N:30]=[C:31]=[O:32])(=[O:29])[C:23]1[CH:28]=[CH:27][CH:26]=[CH:25][CH:24]=1. Product: [CH3:2][O:3][C:4](=[O:11])[CH2:5][CH2:6][CH2:7][CH2:8][CH2:9][NH:10][C:31]([NH:30][C:22](=[O:29])[C:23]1[CH:24]=[CH:25][CH:26]=[CH:27][CH:28]=1)=[O:32]. The catalyst class is: 850.